From a dataset of Reaction yield outcomes from USPTO patents with 853,638 reactions. Predict the reaction yield, written as a fraction of the theoretical maximum amount of product (1.0 means a 100% yield; for example, 0.34 means a 34% yield). (1) The reactants are [CH3:1][O:2][C:3]1[CH:17]=[CH:16][C:6]([O:7][C:8]2[CH:9]=[C:10]([CH:13]=[CH:14][CH:15]=2)[CH:11]=O)=[CH:5][CH:4]=1.C(O)C.Cl.[NH2:22][OH:23].C([O-])(=O)C.[Na+]. The catalyst is O. The product is [CH3:1][O:2][C:3]1[CH:17]=[CH:16][C:6]([O:7][C:8]2[CH:9]=[C:10]([CH:13]=[CH:14][CH:15]=2)[CH:11]=[N:22][OH:23])=[CH:5][CH:4]=1. The yield is 1.00. (2) The product is [Cl:8][C:5]1[N:4]=[C:3]([C:10](=[O:12])[CH3:11])[C:2]([F:1])=[CH:7][N:6]=1. The reactants are [F:1][C:2]1[C:3](Cl)=[N:4][C:5]([Cl:8])=[N:6][CH:7]=1.[CH2:10]([O:12]C([Sn](C)(C)C)=C)[CH3:11].Cl. The catalyst is CN(C)C=O.O.[Cl-].[Na+].O.Cl[Pd](Cl)([P](C1C=CC=CC=1)(C1C=CC=CC=1)C1C=CC=CC=1)[P](C1C=CC=CC=1)(C1C=CC=CC=1)C1C=CC=CC=1. The yield is 0.920. (3) The reactants are [Cl:1][C:2]1[CH:3]=[C:4]([C:9]2[CH2:10][C:11](=O)[N:12]([C:14]3[CH:23]=[CH:22][C:21]4[C:16](=[CH:17][CH:18]=[CH:19][CH:20]=4)[CH:15]=3)[N:13]=2)[CH:5]=[C:6]([Cl:8])[CH:7]=1.P(Br)(Br)[Br:26]. The catalyst is C(#N)C. The product is [Br:26][C:11]1[N:12]([C:14]2[CH:23]=[CH:22][C:21]3[C:16](=[CH:17][CH:18]=[CH:19][CH:20]=3)[CH:15]=2)[N:13]=[C:9]([C:4]2[CH:3]=[C:2]([Cl:1])[CH:7]=[C:6]([Cl:8])[CH:5]=2)[CH:10]=1. The yield is 1.00. (4) The reactants are C[O:2][C:3](=O)[C:4]1[CH:9]=[CH:8][CH:7]=[C:6]([NH:10][S:11]([C:14]2[CH:19]=[CH:18][C:17]([C:20]([F:23])([F:22])[F:21])=[CH:16][CH:15]=2)(=[O:13])=[O:12])[C:5]=1[F:24].[AlH4-].[Li+]. The catalyst is O1CCCC1. The product is [F:24][C:5]1[C:4]([CH2:3][OH:2])=[CH:9][CH:8]=[CH:7][C:6]=1[NH:10][S:11]([C:14]1[CH:19]=[CH:18][C:17]([C:20]([F:23])([F:21])[F:22])=[CH:16][CH:15]=1)(=[O:13])=[O:12]. The yield is 0.580.